From a dataset of Forward reaction prediction with 1.9M reactions from USPTO patents (1976-2016). Predict the product of the given reaction. (1) Given the reactants CO[C:3]([C:5]1[C:6]([OH:13])=[N:7][C:8]([CH3:12])=[CH:9][C:10]=1[OH:11])=[O:4].[O:14]([C:21]1[CH:27]=[CH:26][C:24]([NH2:25])=[CH:23][CH:22]=1)[C:15]1[CH:20]=[CH:19][CH:18]=[CH:17][CH:16]=1, predict the reaction product. The product is: [O:14]([C:21]1[CH:22]=[CH:23][C:24]([NH:25][C:3]([C:5]2[C:6](=[O:13])[NH:7][C:8]([CH3:12])=[CH:9][C:10]=2[OH:11])=[O:4])=[CH:26][CH:27]=1)[C:15]1[CH:20]=[CH:19][CH:18]=[CH:17][CH:16]=1. (2) Given the reactants [CH3:1][C:2]1[C:6]([CH2:7][N:8]2[CH:12]=[C:11]([N:13]3[C:17](=[O:18])[CH2:16][NH:15][C:14]3=[O:19])[CH:10]=[N:9]2)=[C:5]([CH3:20])[O:4][N:3]=1.[CH3:21][O:22][C:23]1[CH:31]=[CH:30][C:26]([CH2:27][CH2:28]Br)=[CH:25][CH:24]=1, predict the reaction product. The product is: [CH3:1][C:2]1[C:6]([CH2:7][N:8]2[CH:12]=[C:11]([N:13]3[C:17](=[O:18])[CH2:16][N:15]([CH2:28][CH2:27][C:26]4[CH:30]=[CH:31][C:23]([O:22][CH3:21])=[CH:24][CH:25]=4)[C:14]3=[O:19])[CH:10]=[N:9]2)=[C:5]([CH3:20])[O:4][N:3]=1. (3) The product is: [CH:38]1([CH2:42][O:43][C:5]2[N:10]=[C:9]([O:11][C:12]3[CH:13]=[N:14][CH:15]=[CH:16][CH:17]=3)[C:8]([C:18]3[CH:23]=[CH:22][C:21]([Cl:24])=[CH:20][CH:19]=3)=[C:7]([C:25]3[CH:30]=[CH:29][C:28]([Cl:31])=[CH:27][C:26]=3[Cl:32])[N:6]=2)[CH2:41][CH2:40][CH2:39]1. Given the reactants CS([C:5]1[N:10]=[C:9]([O:11][C:12]2[CH:13]=[N:14][CH:15]=[CH:16][CH:17]=2)[C:8]([C:18]2[CH:23]=[CH:22][C:21]([Cl:24])=[CH:20][CH:19]=2)=[C:7]([C:25]2[CH:30]=[CH:29][C:28]([Cl:31])=[CH:27][C:26]=2[Cl:32])[N:6]=1)(=O)=O.C([Li])CCC.[CH:38]1([CH2:42][OH:43])[CH2:41][CH2:40][CH2:39]1, predict the reaction product. (4) Given the reactants [CH2:1]([O:3][C:4](=[O:24])[CH2:5][CH2:6][N:7]([C:14]1[C:19]([N+:20]([O-])=O)=[CH:18][N:17]=[C:16]([Cl:23])[N:15]=1)[CH:8]1[CH2:12][CH2:11][CH:10]([CH3:13])[CH2:9]1)[CH3:2].[H][H], predict the reaction product. The product is: [CH2:1]([O:3][C:4](=[O:24])[CH2:5][CH2:6][N:7]([C:14]1[C:19]([NH2:20])=[CH:18][N:17]=[C:16]([Cl:23])[N:15]=1)[CH:8]1[CH2:12][CH2:11][CH:10]([CH3:13])[CH2:9]1)[CH3:2].